This data is from Reaction yield outcomes from USPTO patents with 853,638 reactions. The task is: Predict the reaction yield, written as a fraction of the theoretical maximum amount of product (1.0 means a 100% yield; for example, 0.34 means a 34% yield). (1) The product is [CH:1]([NH:4][C:5]([C:7]1[C:15]2[C:10](=[N:11][CH:12]=[C:13]([O:41][C:38]3[CH:39]=[C:40]4[C:35]([CH:34]=[CH:33][NH:32]4)=[CH:36][CH:37]=3)[N:14]=2)[N:9]([CH2:17][O:18][CH2:19][CH2:20][Si:21]([CH3:24])([CH3:23])[CH3:22])[CH:8]=1)=[O:6])([CH3:3])[CH3:2]. The reactants are [CH:1]([NH:4][C:5]([C:7]1[C:15]2[C:10](=[N:11][CH:12]=[C:13](Br)[N:14]=2)[N:9]([CH2:17][O:18][CH2:19][CH2:20][Si:21]([CH3:24])([CH3:23])[CH3:22])[CH:8]=1)=[O:6])([CH3:3])[CH3:2].C(OC([N:32]1[C:40]2[C:35](=[CH:36][CH:37]=[C:38]([OH:41])[CH:39]=2)[CH:34]=[CH:33]1)=O)(C)(C)C.[O-]P([O-])([O-])=O.[K+].[K+].[K+].C(P(C(C)(C)C)C1C=CC=CC=1C1C=CC=CC=1N(C)C)(C)(C)C. The yield is 0.520. The catalyst is C1(C)C=CC=CC=1.CC([O-])=O.CC([O-])=O.[Pd+2]. (2) The reactants are [NH2:1][CH2:2][C:3]1([OH:16])[CH2:8][CH2:7][N:6]([C:9]([O:11][C:12]([CH3:15])([CH3:14])[CH3:13])=[O:10])[CH2:5][CH2:4]1.[Cl:17][C:18]1[CH:26]=[CH:25][C:21]([C:22](O)=[O:23])=[CH:20][CH:19]=1.C(N(CC)CC)C.F[P-](F)(F)(F)(F)F.N1(O[P+](N(C)C)(N(C)C)N(C)C)C2C=CC=CC=2N=N1. The catalyst is CN(C=O)C. The product is [Cl:17][C:18]1[CH:26]=[CH:25][C:21]([C:22]([NH:1][CH2:2][C:3]2([OH:16])[CH2:4][CH2:5][N:6]([C:9]([O:11][C:12]([CH3:13])([CH3:15])[CH3:14])=[O:10])[CH2:7][CH2:8]2)=[O:23])=[CH:20][CH:19]=1. The yield is 0.900.